From a dataset of Full USPTO retrosynthesis dataset with 1.9M reactions from patents (1976-2016). Predict the reactants needed to synthesize the given product. (1) Given the product [N+:9]1([O-:20])[C:14]2[CH:15]=[CH:16][CH:17]=[CH:18][C:13]=2[N:12]=[CH:11][N:10]=1, predict the reactants needed to synthesize it. The reactants are: N(OCCC(C)C)=O.[N+:9]1([O-:20])[C:14]2[CH:15]=[CH:16][CH:17]=[CH:18][C:13]=2[N:12]=[C:11](N)[N:10]=1. (2) Given the product [NH2:15][C:5]1[C:4]([OH:12])=[C:3]([C:1]#[N:2])[CH:8]=[CH:7][C:6]=1[N+:9]([O-:11])=[O:10], predict the reactants needed to synthesize it. The reactants are: [C:1]([C:3]1[CH:8]=[CH:7][C:6]([N+:9]([O-:11])=[O:10])=[CH:5][C:4]=1[OH:12])#[N:2].[I-].C[N+:15](C)(C)N.[O-]OOO[O-].[Na+].[Na+].Cl. (3) Given the product [CH3:1][O:2][C:3]1[CH:4]=[C:5]2[C:10](=[CH:11][C:12]=1[O:13][CH3:14])[N:9]=[CH:8][CH:7]=[C:6]2[O:15][C:16]1[C:22]([CH3:23])=[CH:21][C:19]([NH:20][C:29](=[O:35])[O:28][CH2:26][CH:37]2[CH2:41][CH2:40][CH2:39][CH2:38]2)=[C:18]([CH3:24])[CH:17]=1, predict the reactants needed to synthesize it. The reactants are: [CH3:1][O:2][C:3]1[CH:4]=[C:5]2[C:10](=[CH:11][C:12]=1[O:13][CH3:14])[N:9]=[CH:8][CH:7]=[C:6]2[O:15][C:16]1[C:22]([CH3:23])=[CH:21][C:19]([NH2:20])=[C:18]([CH3:24])[CH:17]=1.Cl[C:26](Cl)([O:28][C:29](=[O:35])OC(Cl)(Cl)Cl)Cl.[CH:37]1(CO)[CH2:41][CH2:40][CH2:39][CH2:38]1.C(=O)(O)[O-].[Na+]. (4) Given the product [Br:1][C:2]1[CH:8]=[C:7]2[C:5](=[C:4]([F:9])[CH:3]=1)[N:6]=[C:20]([Cl:25])[C:16]([C:10]1[CH:15]=[CH:14][CH:13]=[CH:12][CH:11]=1)=[C:31]2[Cl:33], predict the reactants needed to synthesize it. The reactants are: [Br:1][C:2]1[CH:8]=[CH:7][C:5]([NH2:6])=[C:4]([F:9])[CH:3]=1.[C:10]1([CH:16]([C:20](O)=O)C(O)=O)[CH:15]=[CH:14][CH:13]=[CH:12][CH:11]=1.O=P(Cl)(Cl)[Cl:25].[Al].[NH4+].[OH-].[CH2:31]([Cl:33])Cl. (5) Given the product [C:1]1([CH:7]([C:34]2[CH:35]=[CH:36][CH:37]=[CH:38][CH:39]=2)[C:8]2[CH:9]=[CH:10][C:11](=[O:33])[N:12]([CH2:14]/[CH:15]=[CH:16]/[C:17]3[CH:25]=[CH:24][CH:23]=[C:22]4[C:18]=3[CH:19]=[CH:20][NH:21]4)[CH:13]=2)[CH:2]=[CH:3][CH:4]=[CH:5][CH:6]=1, predict the reactants needed to synthesize it. The reactants are: [C:1]1([CH:7]([C:34]2[CH:39]=[CH:38][CH:37]=[CH:36][CH:35]=2)[C:8]2[CH:9]=[CH:10][C:11](=[O:33])[N:12]([CH2:14]/[CH:15]=[CH:16]/[C:17]3[CH:25]=[CH:24][CH:23]=[C:22]4[C:18]=3[CH:19]=[CH:20][N:21]4C(OC(C)(C)C)=O)[CH:13]=2)[CH:6]=[CH:5][CH:4]=[CH:3][CH:2]=1.[OH-].[Na+].